This data is from Forward reaction prediction with 1.9M reactions from USPTO patents (1976-2016). The task is: Predict the product of the given reaction. (1) Given the reactants [C:1]([CH2:3][NH:4][C:5]([C@@H:7]1[CH2:12][CH2:11][CH2:10][CH2:9][C@@H:8]1[NH:13][C:14]([C:16]1[N:17]([CH2:26][CH2:27][O:28]C[Si](C(C)C)(C(C)C)C(C)C)[C:18]2[C:23]([CH:24]=1)=[CH:22][CH:21]=[C:20]([Cl:25])[CH:19]=2)=[O:15])=[O:6])#[N:2].[F-].C([N+](CCCC)(CCCC)CCCC)CCC, predict the reaction product. The product is: [C:1]([CH2:3][NH:4][C:5]([C@@H:7]1[CH2:12][CH2:11][CH2:10][CH2:9][C@@H:8]1[NH:13][C:14]([C:16]1[N:17]([CH2:26][CH2:27][OH:28])[C:18]2[C:23]([CH:24]=1)=[CH:22][CH:21]=[C:20]([Cl:25])[CH:19]=2)=[O:15])=[O:6])#[N:2]. (2) Given the reactants ClC1C=C(C(O)=O)C(Cl)=CN=1.C(=O)([O-])[O-].[Cs+].[Cs+].IC(C)C.Cl[C:23]1[CH:24]=[C:25]([C:32]([Cl:35])=[CH:33][N:34]=1)[C:26]([O:28][CH:29]([CH3:31])[CH3:30])=[O:27].ClCl.[CH3:38][N:39]1[CH:43]=[C:42](B2OC(C)(C)C(C)(C)O2)[CH:41]=[N:40]1.C(=O)(O)[O-].[Na+], predict the reaction product. The product is: [Cl:35][C:32]1[C:25]([C:26]([O:28][CH:29]([CH3:31])[CH3:30])=[O:27])=[CH:24][C:23]([C:42]2[CH:41]=[N:40][N:39]([CH3:38])[CH:43]=2)=[N:34][CH:33]=1. (3) Given the reactants OC1C(C(C2C=CC=CC=2)(C)C)=NC2C([C:11]=1[C:12]([OH:14])=[O:13])=CC=C1CCCCC=21.[F:28][C:29]([F:42])([F:41])[C:30]1[CH:31]=[CH:32][CH:33]=[C:34]2[C:38]=1[NH:37][C:36](=O)[C:35]2=[O:40].OCC(=O)[CH:46]([C:49]1[CH:54]=[CH:53][CH:52]=[CH:51][CH:50]=1)[CH2:47][CH3:48], predict the reaction product. The product is: [OH:40][C:35]1[C:36]([CH:46]([C:49]2[CH:50]=[CH:51][CH:52]=[CH:53][CH:54]=2)[CH2:47][CH3:48])=[N:37][C:38]2[C:34]([C:11]=1[C:12]([OH:14])=[O:13])=[CH:33][CH:32]=[CH:31][C:30]=2[C:29]([F:28])([F:41])[F:42]. (4) Given the reactants [Br:1][CH2:2][CH2:3][CH2:4][N:5]1[C:13](=O)[CH:12]2[CH:7]([CH2:8][CH:9]=[CH:10][CH2:11]2)[C:6]1=O.ClC1C=CC=C(C(OO)=[O:24])C=1, predict the reaction product. The product is: [Br:1][CH2:2][CH2:3][CH2:4][N:5]1[CH2:13][CH:12]2[CH:7]([CH2:8][CH:9]3[O:24][C:10]3=[CH:11]2)[CH2:6]1.